This data is from Reaction yield outcomes from USPTO patents with 853,638 reactions. The task is: Predict the reaction yield, written as a fraction of the theoretical maximum amount of product (1.0 means a 100% yield; for example, 0.34 means a 34% yield). (1) The reactants are [Mg].[CH:2]1(Br)[CH2:8][CH2:7][CH2:6][CH2:5][CH2:4][CH2:3]1.[Cl-].[Li+].[Cu]C#N.C1([Mg]Br)CCCCCC1.[C:24]([O:28][CH3:29])(=[O:27])[C:25]#[CH:26].[I:30]I. The catalyst is O1CCCC1.BrCCBr. The product is [CH3:29][O:28][C:24](=[O:27])/[C:25](/[I:30])=[CH:26]\[CH:2]1[CH2:8][CH2:7][CH2:6][CH2:5][CH2:4][CH2:3]1. The yield is 0.640. (2) The reactants are Br[C:2]1[CH:3]=[CH:4][C:5]([F:27])=[C:6]([CH2:8][CH2:9][N:10]2[CH2:15][CH2:14][N:13]([C:16]3[CH:25]=[CH:24][CH:23]=[C:22]4[C:17]=3[CH:18]=[CH:19][C:20]([CH3:26])=[N:21]4)[CH2:12][CH2:11]2)[CH:7]=1.[CH3:28][C:29]([CH3:34])([CH3:33])[C:30]([NH2:32])=[O:31]. No catalyst specified. The product is [F:27][C:5]1[CH:4]=[CH:3][C:2]([NH:32][C:30](=[O:31])[C:29]([CH3:34])([CH3:33])[CH3:28])=[CH:7][C:6]=1[CH2:8][CH2:9][N:10]1[CH2:15][CH2:14][N:13]([C:16]2[CH:25]=[CH:24][CH:23]=[C:22]3[C:17]=2[CH:18]=[CH:19][C:20]([CH3:26])=[N:21]3)[CH2:12][CH2:11]1. The yield is 0.520.